Dataset: Reaction yield outcomes from USPTO patents with 853,638 reactions. Task: Predict the reaction yield, written as a fraction of the theoretical maximum amount of product (1.0 means a 100% yield; for example, 0.34 means a 34% yield). (1) The reactants are NC[C@@H]1C[C@H](O)C1.CS([O:12][C@H:13]1[CH2:16][C@@H:15]([CH2:17][N:18]([C:20]([O:22][C:23]([CH3:26])([CH3:25])[CH3:24])=[O:21])[CH3:19])[CH2:14]1)(=O)=O.[F:27][C:28]1[CH:29]=[C:30](O)[CH:31]=[C:32]([F:40])[C:33]=1[CH2:34][N:35]1[CH2:39][CH2:38][CH2:37][CH2:36]1.C([O-])([O-])=O.[Cs+].[Cs+]. The catalyst is CS(C)=O.CCOC(C)=O.O. The product is [F:27][C:28]1[CH:29]=[C:30]([CH:31]=[C:32]([F:40])[C:33]=1[CH2:34][N:35]1[CH2:39][CH2:38][CH2:37][CH2:36]1)[O:12][C@H:13]1[CH2:16][C@H:15]([CH2:17][N:18]([CH3:19])[C:20](=[O:21])[O:22][C:23]([CH3:26])([CH3:25])[CH3:24])[CH2:14]1. The yield is 0.980. (2) The reactants are [CH3:1][C:2]1([C:9]([OH:11])=[O:10])[CH2:7][CH2:6][CH2:5][CH2:4][C:3]1=[O:8].[CH3:12][N:13]([C:17]1[CH:22]=[CH:21][CH:20]=[CH:19][N:18]=1)[CH2:14][CH2:15]O.C(N(C(C)C)C(C)C)C. The catalyst is C(Cl)Cl.CCOC(C)=O. The product is [CH3:1][C:2]1([C:9]([O:11][CH2:15][CH2:14][N:13]([CH3:12])[C:17]2[CH:22]=[CH:21][CH:20]=[CH:19][N:18]=2)=[O:10])[CH2:7][CH2:6][CH2:5][CH2:4][C:3]1=[O:8]. The yield is 0.850.